Predict the reactants needed to synthesize the given product. From a dataset of Retrosynthesis with 50K atom-mapped reactions and 10 reaction types from USPTO. (1) Given the product CN(C)C1CCN(c2ccc(Br)cc2)CC1, predict the reactants needed to synthesize it. The reactants are: CNC.O=C1CCN(c2ccc(Br)cc2)CC1. (2) Given the product O=C1CNCCN1c1cc(C(=O)N2CCC[C@@H]3CCCC[C@@H]32)cs1, predict the reactants needed to synthesize it. The reactants are: O=C(c1csc(Br)c1)N1CCC[C@@H]2CCCC[C@@H]21.O=C1CNCCN1. (3) Given the product COc1ccc(CC(=O)c2ccc(C(C)(C)C)cc2)cc1, predict the reactants needed to synthesize it. The reactants are: COC(=O)C(C(=O)c1ccc(C(C)(C)C)cc1)c1ccc(OC)cc1. (4) Given the product CCn1c(C(C)O)cnc1Oc1ccc(C)cc1, predict the reactants needed to synthesize it. The reactants are: CCn1c(C(C)=O)cnc1Oc1ccc(C)cc1. (5) Given the product COC(OC)c1cc(C)c(CN)c(C)c1, predict the reactants needed to synthesize it. The reactants are: COC(OC)c1cc(C)c(C#N)c(C)c1. (6) Given the product Nc1ccc(NC(=O)c2ccc3c(c2)CN(CCc2ccccc2)C(=O)C(CC(=O)O)N3)cn1, predict the reactants needed to synthesize it. The reactants are: COC(=O)CC1Nc2ccc(C(=O)Nc3ccc(N)nc3)cc2CN(CCc2ccccc2)C1=O.